From a dataset of Forward reaction prediction with 1.9M reactions from USPTO patents (1976-2016). Predict the product of the given reaction. (1) Given the reactants [NH:1]1[C:9]2[C:4](=[CH:5][CH:6]=[CH:7][CH:8]=2)[C:3]([C:10]2[CH:20]=[CH:19][C:13]([C:14]([O:16][CH2:17]C)=[O:15])=[CH:12][CH:11]=2)=[N:2]1.CO[Na].[F:24][C:25]1[CH:32]=[CH:31][C:28]([CH2:29]Cl)=[CH:27][CH:26]=1, predict the reaction product. The product is: [F:24][C:25]1[CH:32]=[CH:31][C:28]([CH2:29][N:2]2[C:3]([C:10]3[CH:20]=[CH:19][C:13]([C:14]([O:16][CH3:17])=[O:15])=[CH:12][CH:11]=3)=[C:4]3[C:9]([CH:8]=[CH:7][CH:6]=[CH:5]3)=[N:1]2)=[CH:27][CH:26]=1. (2) Given the reactants [C:1]([C:4]1([C:8]([O:10][CH2:11][CH3:12])=[O:9])CCC1)(=[O:3])[CH3:2].II.Br[CH2:16][C:17]([O:19][CH2:20][CH3:21])=[O:18].Cl.O1C[CH2:26][CH2:25][CH2:24]1, predict the reaction product. The product is: [CH2:20]([O:19][C:17]([C:16]1([CH:4]([CH:1]([OH:3])[CH3:2])[C:8]([O:10][CH2:11][CH3:12])=[O:9])[CH2:26][CH2:25][CH2:24]1)=[O:18])[CH3:21]. (3) Given the reactants [CH2:1]([N:3]1[CH:8]2[CH2:9][CH2:10][CH:4]1[CH2:5][CH:6]([C:11]1[N:16]3[N:17]=[C:18]([C:29]4[CH:34]=[CH:33][N:32]=[CH:31][CH:30]=4)[C:19]([C:20]4[CH:25]=[CH:24][C:23]([F:26])=[C:22]([O:27]C)[CH:21]=4)=[C:15]3[N:14]=[CH:13][CH:12]=1)[CH2:7]2)[CH3:2].B(Br)(Br)Br, predict the reaction product. The product is: [CH2:1]([N:3]1[CH:4]2[CH2:10][CH2:9][CH:8]1[CH2:7][CH:6]([C:11]1[N:16]3[N:17]=[C:18]([C:29]4[CH:30]=[CH:31][N:32]=[CH:33][CH:34]=4)[C:19]([C:20]4[CH:25]=[CH:24][C:23]([F:26])=[C:22]([OH:27])[CH:21]=4)=[C:15]3[N:14]=[CH:13][CH:12]=1)[CH2:5]2)[CH3:2].